Dataset: Kir2.1 potassium channel HTS with 301,493 compounds. Task: Binary Classification. Given a drug SMILES string, predict its activity (active/inactive) in a high-throughput screening assay against a specified biological target. (1) The compound is S=C1N(C(CC)C)C(=O)/C(=C/NC(c2ccccc2)C)C(=O)N1. The result is 0 (inactive). (2) The compound is Clc1c(OC)cc(S(=O)(=O)N2CCN(CC2)c2c(F)cccc2)c(OC)c1. The result is 0 (inactive). (3) The drug is O=C(N(CCC(C)C)c1c(n(CCCC)c(=O)[nH]c1=O)N)C1CN(C(=O)C1)c1cc2OCCOc2cc1. The result is 0 (inactive). (4) The molecule is s1c(S(=O)c2ccc(C(C)(C)C)cc2)c(N)c2c1nc(cc2C)C. The result is 0 (inactive). (5) The molecule is Fc1c(OCc2onc(C(=O)N(CCCN3CCOCC3)C)c2)ccc(F)c1. The result is 0 (inactive). (6) The molecule is O1c2c(OC1)ccc(Nc1nc(OC)nc(OC)n1)c2. The result is 0 (inactive).